This data is from Full USPTO retrosynthesis dataset with 1.9M reactions from patents (1976-2016). The task is: Predict the reactants needed to synthesize the given product. Given the product [C:64]([C:61]1[CH:62]=[CH:63][C:58](/[C:39](/[C:34]2[CH:33]=[CH:32][C:31]([CH2:30][CH2:29][CH2:28][CH2:27][OH:26])=[C:36]([O:37][CH3:38])[N:35]=2)=[CH:40]\[C@@H:41]2[N:45]([CH2:46][C:47]3[CH:52]=[CH:51][C:50]([O:53][CH3:54])=[CH:49][C:48]=3[O:55][CH3:56])[C:44](=[O:57])[CH2:43][CH2:42]2)=[CH:59][CH:60]=1)([CH3:67])([CH3:65])[CH3:66], predict the reactants needed to synthesize it. The reactants are: [F-].C([N+](CCCC)(CCCC)CCCC)CCC.[Si]([O:26][CH2:27][CH2:28][CH2:29][CH2:30][C:31]1[CH:32]=[CH:33][C:34](/[C:39](/[C:58]2[CH:63]=[CH:62][C:61]([C:64]([CH3:67])([CH3:66])[CH3:65])=[CH:60][CH:59]=2)=[CH:40]/[C@@H:41]2[N:45]([CH2:46][C:47]3[CH:52]=[CH:51][C:50]([O:53][CH3:54])=[CH:49][C:48]=3[O:55][CH3:56])[C:44](=[O:57])[CH2:43][CH2:42]2)=[N:35][C:36]=1[O:37][CH3:38])(C(C)(C)C)(C)C.